From a dataset of Full USPTO retrosynthesis dataset with 1.9M reactions from patents (1976-2016). Predict the reactants needed to synthesize the given product. (1) Given the product [S:20]1[CH:24]=[CH:23][N:22]=[C:21]1[NH:25][C:16]([C:6]1[CH:7]=[CH:8][C:9]2[NH:10][C:11]3[C:12](=[O:15])[CH2:13][CH2:14][C:2]([CH3:1])([CH3:19])[C:3]=3[C:4]=2[CH:5]=1)=[O:17], predict the reactants needed to synthesize it. The reactants are: [CH3:1][C:2]1([CH3:19])[CH2:14][CH2:13][C:12](=[O:15])[C:11]2[NH:10][C:9]3[CH:8]=[CH:7][C:6]([C:16](O)=[O:17])=[CH:5][C:4]=3[C:3]1=2.[S:20]1[CH:24]=[CH:23][N:22]=[C:21]1[NH2:25]. (2) The reactants are: [CH3:1][CH:2]([C@H:4]([NH2:23])[C:5]([O:7][CH2:8][CH2:9][O:10][CH2:11][N:12]1[C:16]2[NH:17][C:18]([NH2:22])=[N:19][C:20](=[O:21])[C:15]=2[N:14]=[CH:13]1)=[O:6])[CH3:3].[C:24]([OH:31])(=[O:30])/[CH:25]=[CH:26]/[C:27]([OH:29])=[O:28]. Given the product [CH3:3][CH:2]([C@H:4]([NH2:23])[C:5]([O:7][CH2:8][CH2:9][O:10][CH2:11][N:12]1[C:16]2[NH:17][C:18]([NH2:22])=[N:19][C:20](=[O:21])[C:15]=2[N:14]=[CH:13]1)=[O:6])[CH3:1].[C:24]([O-:31])(=[O:30])/[CH:25]=[CH:26]/[C:27]([O-:29])=[O:28], predict the reactants needed to synthesize it. (3) Given the product [C:5]1([O:4][C:2](=[O:3])[NH:27][C:26]2[CH:15]=[CH:16][C:17]([S:28][CH:29]([CH3:30])[CH3:31])=[C:18]([CH2:19][N:20]([C:21]([O:22][C:36]([CH3:35])([CH3:37])[CH3:38])=[O:23])[CH3:24])[CH:25]=2)[CH:10]=[CH:9][CH:8]=[CH:7][CH:6]=1, predict the reactants needed to synthesize it. The reactants are: Cl[C:2]([O:4][C:5]1[CH:10]=[CH:9][CH:8]=[CH:7][CH:6]=1)=[O:3].C([C:15]1[C:26]([NH2:27])=[CH:25][C:18]([CH2:19][N:20]([CH3:24])[C:21](=[O:23])[O-:22])=[C:17]([S:28][CH:29]([CH3:31])[CH3:30])[CH:16]=1)(C)(C)C.N1[CH:37]=[CH:36][CH:35]=CC=1.[CH2:38](Cl)Cl. (4) Given the product [F:19][C:20]1[C:27]([F:28])=[CH:26][CH:25]=[CH:24][C:21]=1[CH2:22][CH2:12][C:10](=[O:11])[CH2:9][C:8]([O:7][C:3]([CH3:6])([CH3:4])[CH3:5])=[O:13], predict the reactants needed to synthesize it. The reactants are: [H-].[Na+].[C:3]([O:7][C:8](=[O:13])[CH2:9][C:10]([CH3:12])=[O:11])([CH3:6])([CH3:5])[CH3:4].C([Li])CCC.[F:19][C:20]1[C:27]([F:28])=[CH:26][CH:25]=[CH:24][C:21]=1[CH2:22]Br. (5) Given the product [Cl:1][C:2]1[CH:3]=[C:4]([C:16]([NH:18][C@H:19]([C:21]2[CH:29]=[CH:28][C:24]([C:25]([OH:27])=[O:26])=[CH:23][CH:22]=2)[CH3:20])=[O:17])[C:5]([O:38][C:32]2[CH:33]=[CH:34][CH:35]=[C:36]([Cl:37])[C:31]=2[Cl:30])=[N:6][CH:7]=1, predict the reactants needed to synthesize it. The reactants are: [Cl:1][C:2]1[CH:3]=[C:4]([C:16]([NH:18][C@H:19]([C:21]2[CH:29]=[CH:28][C:24]([C:25]([OH:27])=[O:26])=[CH:23][CH:22]=2)[CH3:20])=[O:17])[C:5](OC2C=CC=C(F)C=2)=[N:6][CH:7]=1.[Cl:30][C:31]1[C:36]([Cl:37])=[CH:35][CH:34]=[CH:33][C:32]=1[OH:38]. (6) Given the product [N+:33]([C:30]1[CH:31]=[CH:32][C:27]([O:26][C:25]([NH:12][CH2:13][CH2:14][C:15]([O:17][CH2:18][C:19]2[CH:24]=[CH:23][CH:22]=[CH:21][CH:20]=2)=[O:16])=[O:36])=[CH:28][CH:29]=1)([O-:35])=[O:34], predict the reactants needed to synthesize it. The reactants are: CC1C=CC(S(O)(=O)=O)=CC=1.[NH2:12][CH2:13][CH2:14][C:15]([O:17][CH2:18][C:19]1[CH:24]=[CH:23][CH:22]=[CH:21][CH:20]=1)=[O:16].[C:25](Cl)(=[O:36])[O:26][C:27]1[CH:32]=[CH:31][C:30]([N+:33]([O-:35])=[O:34])=[CH:29][CH:28]=1.